This data is from Reaction yield outcomes from USPTO patents with 853,638 reactions. The task is: Predict the reaction yield, written as a fraction of the theoretical maximum amount of product (1.0 means a 100% yield; for example, 0.34 means a 34% yield). (1) The reactants are [Cl:1][C:2]1[CH:3]=[C:4]([N:11]([C:16]2[C:35]([CH:36]3[CH2:38][CH2:37]3)=[CH:34][C:19]3[C:20]([C:30]([NH:32][CH3:33])=[O:31])=[C:21]([C:23]4[CH:28]=[CH:27][C:26]([Cl:29])=[CH:25][CH:24]=4)[O:22][C:18]=3[CH:17]=2)[S:12]([CH3:15])(=[O:14])=[O:13])[CH:5]=[CH:6][C:7]=1[N+:8]([O-])=O. The catalyst is [Pt].CO.C1COCC1. The product is [NH2:8][C:7]1[CH:6]=[CH:5][C:4]([N:11]([C:16]2[C:35]([CH:36]3[CH2:38][CH2:37]3)=[CH:34][C:19]3[C:20]([C:30]([NH:32][CH3:33])=[O:31])=[C:21]([C:23]4[CH:24]=[CH:25][C:26]([Cl:29])=[CH:27][CH:28]=4)[O:22][C:18]=3[CH:17]=2)[S:12]([CH3:15])(=[O:14])=[O:13])=[CH:3][C:2]=1[Cl:1]. The yield is 0.950. (2) The reactants are [CH3:1][O:2][C:3]([C:5]1[C:10]([NH:11]C(OC(C)(C)C)=O)=[N:9][CH:8]=[C:7]([C:19](=[O:21])[CH3:20])[N:6]=1)=[O:4].Cl. The catalyst is O1CCOCC1. The product is [CH3:1][O:2][C:3]([C:5]1[C:10]([NH2:11])=[N:9][CH:8]=[C:7]([C:19](=[O:21])[CH3:20])[N:6]=1)=[O:4]. The yield is 0.950. (3) The reactants are [Cl:1][C:2]1[N:7]=[C:6]([C:8]2[S:12][C:11]([CH:13]=O)=[CH:10][CH:9]=2)[CH:5]=[CH:4][N:3]=1.[NH2:15][C:16]1[CH:21]=[CH:20][CH:19]=[CH:18][CH:17]=1. The catalyst is CC(O)=O.CC(N(C)C)=O. The product is [Cl:1][C:2]1[N:7]=[C:6]([C:8]2[S:12][C:11]([CH2:13][NH:15][C:16]3[CH:21]=[CH:20][CH:19]=[CH:18][CH:17]=3)=[CH:10][CH:9]=2)[CH:5]=[CH:4][N:3]=1. The yield is 0.590.